Task: Predict the reaction yield, written as a fraction of the theoretical maximum amount of product (1.0 means a 100% yield; for example, 0.34 means a 34% yield).. Dataset: Reaction yield outcomes from USPTO patents with 853,638 reactions The reactants are F[B-](F)(F)F.[C:6](=[NH:11])([O:8][CH2:9][CH3:10])[NH2:7].[CH2:12]([CH:19]([C:25](=O)[CH3:26])[C:20](OCC)=[O:21])[C:13]1[CH:18]=[CH:17][CH:16]=[CH:15][CH:14]=1.C[O-].[Na+]. The catalyst is CO. The product is [CH2:12]([C:19]1[C:20](=[O:21])[NH:11][C:6]([O:8][CH2:9][CH3:10])=[N:7][C:25]=1[CH3:26])[C:13]1[CH:18]=[CH:17][CH:16]=[CH:15][CH:14]=1. The yield is 0.240.